Dataset: Forward reaction prediction with 1.9M reactions from USPTO patents (1976-2016). Task: Predict the product of the given reaction. Given the reactants [CH:1]([NH:4][C:5]1[N:10]=[C:9]([CH3:11])[CH:8]=[C:7]([C:12]2[O:16][N:15]=[C:14]([C:17]3[CH:22]=[CH:21][C:20]([CH:23]=[CH2:24])=[CH:19][CH:18]=3)[N:13]=2)[N:6]=1)([CH3:3])[CH3:2].[OH2:25].[OH2:26].C[N+]1([O-])CCOCC1, predict the reaction product. The product is: [CH:1]([NH:4][C:5]1[N:6]=[C:7]([C:12]2[O:16][N:15]=[C:14]([C:17]3[CH:18]=[CH:19][C:20]([CH:23]([OH:26])[CH2:24][OH:25])=[CH:21][CH:22]=3)[N:13]=2)[CH:8]=[C:9]([CH3:11])[N:10]=1)([CH3:2])[CH3:3].